This data is from Full USPTO retrosynthesis dataset with 1.9M reactions from patents (1976-2016). The task is: Predict the reactants needed to synthesize the given product. (1) The reactants are: [NH:1]1[CH:5]=[CH:4][N:3]=[C:2]1[C:6]([OH:8])=O.[F:9][C:10]1([F:48])[CH:15]([O:16][C:17]2[CH:24]=[CH:23][C:22]([C:25]3[N:30]=[C:29]([NH:31][C:32]4[CH:37]=[CH:36][C:35]([N:38]5[CH2:43][CH2:42][N:41]([CH:44]6[CH2:47][O:46][CH2:45]6)[CH2:40][CH2:39]5)=[CH:34][CH:33]=4)[N:28]=[CH:27][N:26]=3)=[CH:21][C:18]=2[C:19]#[N:20])[CH2:14][CH2:13][NH:12][CH2:11]1. Given the product [F:48][C:10]1([F:9])[CH:15]([O:16][C:17]2[CH:24]=[CH:23][C:22]([C:25]3[N:30]=[C:29]([NH:31][C:32]4[CH:37]=[CH:36][C:35]([N:38]5[CH2:43][CH2:42][N:41]([CH:44]6[CH2:45][O:46][CH2:47]6)[CH2:40][CH2:39]5)=[CH:34][CH:33]=4)[N:28]=[CH:27][N:26]=3)=[CH:21][C:18]=2[C:19]#[N:20])[CH2:14][CH2:13][N:12]([C:6]([C:2]2[NH:1][CH:5]=[CH:4][N:3]=2)=[O:8])[CH2:11]1, predict the reactants needed to synthesize it. (2) The reactants are: C([O:4][CH2:5][CH2:6][C:7]1[C:12]([F:13])=[C:11]([NH:14][C:15](=[O:30])[C:16]([F:29])([F:28])[C:17]2[C:26]3[C:21](=[CH:22][CH:23]=[CH:24][CH:25]=3)[C:20]([F:27])=[CH:19][CH:18]=2)[CH:10]=[CH:9][C:8]=1[NH2:31])(=O)C.C1COCC1.C([O-])([O-])=O.[K+].[K+]. Given the product [NH2:31][C:8]1[CH:9]=[CH:10][C:11]([NH:14][C:15](=[O:30])[C:16]([F:29])([F:28])[C:17]2[C:26]3[C:21](=[CH:22][CH:23]=[CH:24][CH:25]=3)[C:20]([F:27])=[CH:19][CH:18]=2)=[C:12]([F:13])[C:7]=1[CH2:6][CH2:5][OH:4], predict the reactants needed to synthesize it. (3) Given the product [Cl:26][CH2:20][C:17]1[CH:18]=[CH:19][C:14]([C:11]2[CH2:10][C:9]([C:4]3[CH:3]=[C:2]([Cl:1])[CH:7]=[C:6]([Cl:8])[CH:5]=3)([C:22]([F:25])([F:24])[F:23])[O:13][N:12]=2)=[CH:15][CH:16]=1, predict the reactants needed to synthesize it. The reactants are: [Cl:1][C:2]1[CH:3]=[C:4]([C:9]2([C:22]([F:25])([F:24])[F:23])[O:13][N:12]=[C:11]([C:14]3[CH:19]=[CH:18][C:17]([CH2:20]O)=[CH:16][CH:15]=3)[CH2:10]2)[CH:5]=[C:6]([Cl:8])[CH:7]=1.[Cl:26]CCl. (4) The reactants are: Cl.C([O:4][C:5]([C:7]1[CH:8]=[C:9]2[C:14](=[CH:15][CH:16]=1)[N:13]=[C:12]([CH3:17])[N:11]([CH2:18][C:19]1[CH:24]=[CH:23][C:22]([Cl:25])=[CH:21][C:20]=1[Cl:26])[CH2:10]2)=[O:6])C.[OH-].[Na+].Cl. Given the product [ClH:25].[C:5]([C:7]1[CH:8]=[C:9]2[C:14](=[CH:15][CH:16]=1)[N:13]=[C:12]([CH3:17])[N:11]([CH2:18][C:19]1[CH:24]=[CH:23][C:22]([Cl:25])=[CH:21][C:20]=1[Cl:26])[CH2:10]2)([OH:6])=[O:4], predict the reactants needed to synthesize it. (5) Given the product [CH3:11][C:5]1[CH:4]=[C:3]([CH:1]=[O:2])[NH:7][C:6]=1[C:8]([N:30]1[CH2:31][CH2:32][N:27]([CH3:26])[CH2:28][CH2:29]1)=[O:10], predict the reactants needed to synthesize it. The reactants are: [CH:1]([C:3]1[NH:7][C:6]([C:8]([OH:10])=O)=[C:5]([CH3:11])[CH:4]=1)=[O:2].C1C=CC2N(O)N=NC=2C=1.C(Cl)CCl.[CH3:26][N:27]1[CH2:32][CH2:31][NH:30][CH2:29][CH2:28]1. (6) Given the product [CH:1]1([C:4]2[N:8]=[C:7]([C:9]3[C:17]4[CH2:16][CH2:15][O:14][CH2:13][C:12]=4[S:11][C:10]=3[NH:18][C:39]([C:37]34[CH2:38][C:33]3([C:31]([O:30][CH3:29])=[O:32])[CH2:34][CH2:35][CH2:36]4)=[O:41])[O:6][N:5]=2)[CH2:3][CH2:2]1, predict the reactants needed to synthesize it. The reactants are: [CH:1]1([C:4]2[N:8]=[C:7]([C:9]3[C:17]4[CH2:16][CH2:15][O:14][CH2:13][C:12]=4[S:11][C:10]=3[NH:18]C(C3CCCC=3C(O)=O)=O)[O:6][N:5]=2)[CH2:3][CH2:2]1.[CH3:29][O:30][C:31]([C:33]12[CH2:38][C:37]1([C:39]([OH:41])=O)[CH2:36][CH2:35][CH2:34]2)=[O:32].